This data is from Forward reaction prediction with 1.9M reactions from USPTO patents (1976-2016). The task is: Predict the product of the given reaction. (1) The product is: [CH3:1][N:2]([C:39](=[O:40])[CH2:38][NH:37][C:35]([O:34][CH2:33][C:27]1[CH:28]=[CH:29][CH:30]=[CH:31][CH:32]=1)=[O:36])[C:3]1([C:6]([O:8][CH3:9])=[O:7])[CH2:5][CH2:4]1. Given the reactants [CH3:1][NH:2][C:3]1([C:6]([O:8][CH3:9])=[O:7])[CH2:5][CH2:4]1.C1C=CC2N(O)N=NC=2C=1.CN1CCOCC1.[C:27]1([CH2:33][O:34][C:35]([NH:37][CH2:38][C:39](O)=[O:40])=[O:36])[CH:32]=[CH:31][CH:30]=[CH:29][CH:28]=1.CCN=C=NCCCN(C)C, predict the reaction product. (2) Given the reactants [K].[C:2]1(=[O:12])[NH:6][C:5](=[O:7])[C:4]2=[CH:8][CH:9]=[CH:10][CH:11]=[C:3]12.[CH2:13]([C:17]1[C:21]([CH2:22]Cl)=[C:20]([CH3:24])[O:19][N:18]=1)[CH2:14][CH2:15][CH3:16], predict the reaction product. The product is: [CH2:13]([C:17]1[C:21]([CH2:22][N:6]2[C:2](=[O:12])[C:3]3[C:4](=[CH:8][CH:9]=[CH:10][CH:11]=3)[C:5]2=[O:7])=[C:20]([CH3:24])[O:19][N:18]=1)[CH2:14][CH2:15][CH3:16]. (3) Given the reactants Cl[C:2]1[N:3]=[C:4]([N:23]2[CH2:28][CH2:27][O:26][CH2:25][CH2:24]2)[C:5]2[S:10][C:9]([CH2:11][N:12]3[CH2:17][CH2:16][N:15]([C:18](=[O:22])[C@@H:19]([OH:21])[CH3:20])[CH2:14][CH2:13]3)=[CH:8][C:6]=2[N:7]=1.B(O)(O)[C:30]1[CH:35]=[CH:34][CH:33]=[N:32][CH:31]=1, predict the reaction product. The product is: [OH:21][C@@H:19]([CH3:20])[C:18]([N:15]1[CH2:16][CH2:17][N:12]([CH2:11][C:9]2[S:10][C:5]3[C:4]([N:23]4[CH2:28][CH2:27][O:26][CH2:25][CH2:24]4)=[N:3][C:2]([C:30]4[CH:31]=[N:32][CH:33]=[CH:34][CH:35]=4)=[N:7][C:6]=3[CH:8]=2)[CH2:13][CH2:14]1)=[O:22].